This data is from Full USPTO retrosynthesis dataset with 1.9M reactions from patents (1976-2016). The task is: Predict the reactants needed to synthesize the given product. (1) Given the product [NH2:20][CH:9]([CH2:10][C:11]1[S:15][C:14]([C:16]([F:19])([F:18])[F:17])=[N:13][CH:12]=1)[CH:8]([C:5]1[CH:6]=[CH:7][C:2]([F:1])=[CH:3][CH:4]=1)[OH:28], predict the reactants needed to synthesize it. The reactants are: [F:1][C:2]1[CH:7]=[CH:6][C:5]([CH:8]([OH:28])[CH:9]([NH:20]C(=O)OC(C)(C)C)[CH2:10][C:11]2[S:15][C:14]([C:16]([F:19])([F:18])[F:17])=[N:13][CH:12]=2)=[CH:4][CH:3]=1.Cl.C(=O)([O-])[O-].[K+].[K+]. (2) Given the product [F:25][C:22]([F:23])([F:24])[C:14]1[CH:13]=[C:12]([N:11]([CH2:10][CH2:9][O:8][Si:1]([C:4]([CH3:7])([CH3:6])[CH3:5])([CH3:3])[CH3:2])[C:31](=[O:32])[O:30][C:27]([CH3:29])([CH3:28])[CH3:26])[CH:17]=[C:16]([C:18]([F:21])([F:19])[F:20])[CH:15]=1, predict the reactants needed to synthesize it. The reactants are: [Si:1]([O:8][CH2:9][CH2:10][NH:11][C:12]1[CH:17]=[C:16]([C:18]([F:21])([F:20])[F:19])[CH:15]=[C:14]([C:22]([F:25])([F:24])[F:23])[CH:13]=1)([C:4]([CH3:7])([CH3:6])[CH3:5])([CH3:3])[CH3:2].[CH3:26][C:27]([O:30][C:31](O[C:31]([O:30][C:27]([CH3:29])([CH3:28])[CH3:26])=[O:32])=[O:32])([CH3:29])[CH3:28].C(N(CC)CC)C.CN(C1C=CC=CN=1)C. (3) Given the product [CH3:1][NH:2][C:3]([N:5]1[C:13]2[C:8](=[CH:9][C:10]([O:14][C:15]3[CH:20]=[CH:19][N:18]=[C:17]([NH:21][C:22]([N:49]4[CH2:54][CH2:53][C:52](=[O:55])[CH2:51][CH2:50]4)=[O:30])[CH:16]=3)=[CH:11][CH:12]=2)[CH:7]=[CH:6]1)=[O:4], predict the reactants needed to synthesize it. The reactants are: [CH3:1][NH:2][C:3]([N:5]1[C:13]2[C:8](=[CH:9][C:10]([O:14][C:15]3[CH:20]=[CH:19][N:18]=[C:17]([N:21](C(OC4C=CC=CC=4)=O)[C:22](=[O:30])OC4C=CC=CC=4)[CH:16]=3)=[CH:11][CH:12]=2)[CH:7]=[CH:6]1)=[O:4].C(N(CC)CC)C.O.Cl.[NH:49]1[CH2:54][CH2:53][C:52](=[O:55])[CH2:51][CH2:50]1. (4) Given the product [CH:8]([N:6]1[CH2:7][CH:4]([CH2:3][O:11][C:12]2[CH:17]=[CH:16][C:15]([C:18]3([C:24]#[N:25])[CH2:23][CH2:22][O:21][CH2:20][CH2:19]3)=[CH:14][CH:13]=2)[CH2:5]1)([CH3:10])[CH3:9], predict the reactants needed to synthesize it. The reactants are: Cl.Cl[CH2:3][CH:4]1[CH2:7][N:6]([CH:8]([CH3:10])[CH3:9])[CH2:5]1.[OH:11][C:12]1[CH:17]=[CH:16][C:15]([C:18]2([C:24]#[N:25])[CH2:23][CH2:22][O:21][CH2:20][CH2:19]2)=[CH:14][CH:13]=1.C(=O)([O-])[O-].[K+].[K+].[I-].[K+]. (5) Given the product [NH:20]1[C:21]2[C:26](=[CH:25][CH:24]=[CH:23][CH:22]=2)[C:18]([C:17]2[C:16](=[O:27])[NH:15][C:14](=[O:28])[C:13]=2[C:1]2[C:11]3=[C:12]4[C:7](=[CH:8][CH:9]=[CH:10]3)[S:6](=[O:37])[CH2:5][CH2:4][N:3]4[CH:2]=2)=[CH:19]1, predict the reactants needed to synthesize it. The reactants are: [C:1]1([C:13]2[C:14](=[O:28])[NH:15][C:16](=[O:27])[C:17]=2[C:18]2[C:26]3[C:21](=[CH:22][CH:23]=[CH:24][CH:25]=3)[NH:20][CH:19]=2)[C:11]2=[C:12]3[C:7](=[CH:8][CH:9]=[CH:10]2)[S:6][CH2:5][CH2:4][N:3]3[CH:2]=1.ClC1C=CC=C(C(OO)=[O:37])C=1.S(=O)(O)[O-].[Na+].C(=O)(O)[O-].[Na+]. (6) The reactants are: [Br:1][C:2]1[CH:3]=[CH:4][CH:5]=[C:6]2[C:10]=1[NH:9][C:8]([C:11]([O:13][CH2:14][CH3:15])=[O:12])=[C:7]2[CH2:16][CH2:17][CH2:18][I:19].[C:20]1([P:26]([C:33]2[CH:38]=[CH:37][CH:36]=[CH:35][CH:34]=2)[C:27]2[CH:32]=[CH:31][CH:30]=[CH:29][CH:28]=2)[CH:25]=[CH:24][CH:23]=[CH:22][CH:21]=1. Given the product [I-:19].[Br:1][C:2]1[CH:3]=[CH:4][CH:5]=[C:6]2[C:10]=1[NH:9][C:8]([C:11]([O:13][CH2:14][CH3:15])=[O:12])=[C:7]2[CH2:16][CH2:17][CH2:18][P+:26]([C:27]1[CH:28]=[CH:29][CH:30]=[CH:31][CH:32]=1)([C:33]1[CH:38]=[CH:37][CH:36]=[CH:35][CH:34]=1)[C:20]1[CH:21]=[CH:22][CH:23]=[CH:24][CH:25]=1, predict the reactants needed to synthesize it. (7) Given the product [CH2:22]([O:24][C:25]([C@@H:27]1[CH2:31][CH2:30][CH2:29][C@@H:28]1[N:32]([CH2:33][C:34]1[CH:39]=[CH:38][C:37]([F:40])=[CH:36][N:35]=1)[C:17](=[O:19])[CH2:16][C:11]1[NH:10][C:9]2[CH:20]=[CH:21][C:6]([NH:5][S:2]([CH3:1])(=[O:3])=[O:4])=[CH:7][C:8]=2[S:13](=[O:14])(=[O:15])[N:12]=1)=[O:26])[CH3:23], predict the reactants needed to synthesize it. The reactants are: [CH3:1][S:2]([NH:5][C:6]1[CH:21]=[CH:20][C:9]2[NH:10][C:11]([CH2:16][C:17]([OH:19])=O)=[N:12][S:13](=[O:15])(=[O:14])[C:8]=2[CH:7]=1)(=[O:4])=[O:3].[CH2:22]([O:24][C:25]([C@@H:27]1[CH2:31][CH2:30][CH2:29][C@@H:28]1[NH:32][CH2:33][C:34]1[CH:39]=[CH:38][C:37]([F:40])=[CH:36][N:35]=1)=[O:26])[CH3:23].C1(N=C=NC2CCCCC2)CCCCC1.ClCCl. (8) Given the product [CH3:1][O:2][C:3]([CH:5]1[CH2:9][CH:8]([N:22]=[N+:23]=[N-:24])[CH2:7][N:6]1[C:15]([O:17][C:18]([CH3:21])([CH3:20])[CH3:19])=[O:16])=[O:4], predict the reactants needed to synthesize it. The reactants are: [CH3:1][O:2][C:3]([CH:5]1[CH2:9][CH:8](OS(C)(=O)=O)[CH2:7][N:6]1[C:15]([O:17][C:18]([CH3:21])([CH3:20])[CH3:19])=[O:16])=[O:4].[N-:22]=[N+:23]=[N-:24].[Na+].O.CCCCCC.C(OCC)(=O)C. (9) Given the product [N:35]1[N:36]=[C:37]([S:40][C:2]2[N:7]=[CH:6][C:5]([C:8]3[N:12]4[N:13]=[CH:14][CH:15]=[C:16]([N:17]5[CH2:22][CH2:21][O:20][CH2:19][CH2:18]5)[C:11]4=[N:10][C:9]=3/[CH:23]=[CH:24]/[C:25]3[CH:34]=[CH:33][C:32]4[C:27](=[CH:28][CH:29]=[CH:30][CH:31]=4)[N:26]=3)=[CH:4][CH:3]=2)[NH:38][CH:39]=1, predict the reactants needed to synthesize it. The reactants are: Cl[C:2]1[N:7]=[CH:6][C:5]([C:8]2[N:12]3[N:13]=[CH:14][CH:15]=[C:16]([N:17]4[CH2:22][CH2:21][O:20][CH2:19][CH2:18]4)[C:11]3=[N:10][C:9]=2/[CH:23]=[CH:24]/[C:25]2[CH:34]=[CH:33][C:32]3[C:27](=[CH:28][CH:29]=[CH:30][CH:31]=3)[N:26]=2)=[CH:4][CH:3]=1.[N:35]1[N:36]=[C:37]([SH:40])[NH:38][CH:39]=1.CC(C)([O-])C.[K+].O. (10) Given the product [Cl:59][C:56]1[CH:55]=[CH:54][C:53]([C:46]2[CH2:47][CH2:48][C:49]([CH3:52])([CH3:51])[CH2:50][C:45]=2[CH2:44][N:41]2[CH2:40][CH2:39][N:38]([C:34]3[CH:33]=[C:32]([CH:37]=[CH:36][CH:35]=3)[CH2:31][N:10]3[C:11]4[CH:30]=[CH:29][CH:28]=[CH:27][C:12]=4[N:13]([CH2:14][CH2:15][CH2:16][O:17][C:18]4[CH:19]=[C:20]([CH:24]=[CH:25][CH:26]=4)[C:21]([OH:23])=[O:22])[C:9]3=[NH:8])[CH2:43][CH2:42]2)=[CH:58][CH:57]=1, predict the reactants needed to synthesize it. The reactants are: C(OC([N:8]=[C:9]1[N:13]([CH2:14][CH2:15][CH2:16][O:17][C:18]2[CH:19]=[C:20]([CH:24]=[CH:25][CH:26]=2)[C:21]([OH:23])=[O:22])[C:12]2[CH:27]=[CH:28][CH:29]=[CH:30][C:11]=2[N:10]1[CH2:31][C:32]1[CH:37]=[CH:36][CH:35]=[C:34]([N:38]2[CH2:43][CH2:42][N:41]([CH2:44][C:45]3[CH2:50][C:49]([CH3:52])([CH3:51])[CH2:48][CH2:47][C:46]=3[C:53]3[CH:58]=[CH:57][C:56]([Cl:59])=[CH:55][CH:54]=3)[CH2:40][CH2:39]2)[CH:33]=1)=O)(C)(C)C.C(O)(C(F)(F)F)=O.